This data is from Forward reaction prediction with 1.9M reactions from USPTO patents (1976-2016). The task is: Predict the product of the given reaction. (1) Given the reactants [CH2:1]([N:8]1[CH2:12][CH2:11][C@@H:10]2[CH2:13][NH:14][CH2:15][C@H:9]12)[C:2]1[CH:7]=[CH:6][CH:5]=[CH:4][CH:3]=1.[Cl:16][C:17]1[CH:22]=[CH:21][C:20](I)=[CH:19][N:18]=1, predict the reaction product. The product is: [CH2:1]([N:8]1[CH2:12][CH2:11][C@@H:10]2[CH2:13][N:14]([C:20]3[CH:19]=[N:18][C:17]([Cl:16])=[CH:22][CH:21]=3)[CH2:15][C@H:9]12)[C:2]1[CH:7]=[CH:6][CH:5]=[CH:4][CH:3]=1. (2) Given the reactants [Br:1][C:2]1[CH:12]=[CH:11][C:5]([O:6][CH2:7][C:8](O)=[O:9])=[CH:4][CH:3]=1.C(Cl)(=O)C(Cl)=O.C[N:20](C=O)C, predict the reaction product. The product is: [Br:1][C:2]1[CH:12]=[CH:11][C:5]([O:6][CH2:7][C:8]([NH2:20])=[O:9])=[CH:4][CH:3]=1. (3) Given the reactants [Na].[O:2]1CCO[CH2:4][CH2:3]1.CS[C:10](SC)=[C:11]([C:14](=[O:25])[C:15]1[CH:20]=[CH:19][CH:18]=[C:17]([C:21]([F:24])([F:23])[F:22])[CH:16]=1)[C:12]#[N:13].[CH2:28]([OH:30])[CH3:29], predict the reaction product. The product is: [CH2:3]([O:2][C:10]([O:30][CH2:28][CH3:29])=[C:11]([C:14](=[O:25])[C:15]1[CH:20]=[CH:19][CH:18]=[C:17]([C:21]([F:24])([F:23])[F:22])[CH:16]=1)[C:12]#[N:13])[CH3:4]. (4) Given the reactants [NH2:1][CH2:2][C:3]1[O:4][C:5]([C:9]([CH3:17])([CH3:16])[O:10][SiH2:11][C:12]([CH3:15])([CH3:14])[CH3:13])=[C:6]([CH3:8])[N:7]=1.[C:18](O[C:18]([O:20][C:21]([CH3:24])([CH3:23])[CH3:22])=[O:19])([O:20][C:21]([CH3:24])([CH3:23])[CH3:22])=[O:19], predict the reaction product. The product is: [C:21]([O:20][C:18]([NH:1][CH2:2][C:3]1[O:4][C:5]([C:9]([CH3:17])([CH3:16])[O:10][SiH2:11][C:12]([CH3:15])([CH3:14])[CH3:13])=[C:6]([CH3:8])[N:7]=1)=[O:19])([CH3:24])([CH3:23])[CH3:22].